This data is from Merck oncology drug combination screen with 23,052 pairs across 39 cell lines. The task is: Regression. Given two drug SMILES strings and cell line genomic features, predict the synergy score measuring deviation from expected non-interaction effect. (1) Drug 1: O=C(CCCCCCC(=O)Nc1ccccc1)NO. Drug 2: NC1CCCCC1N.O=C(O)C(=O)O.[Pt+2]. Cell line: OV90. Synergy scores: synergy=4.38. (2) Drug 1: CC(=O)OC1C(=O)C2(C)C(O)CC3OCC3(OC(C)=O)C2C(OC(=O)c2ccccc2)C2(O)CC(OC(=O)C(O)C(NC(=O)c3ccccc3)c3ccccc3)C(C)=C1C2(C)C. Drug 2: N#Cc1ccc(Cn2cncc2CN2CCN(c3cccc(Cl)c3)C(=O)C2)cc1. Cell line: NCIH460. Synergy scores: synergy=36.9. (3) Cell line: CAOV3. Drug 2: Cc1nc(Nc2ncc(C(=O)Nc3c(C)cccc3Cl)s2)cc(N2CCN(CCO)CC2)n1. Synergy scores: synergy=17.1. Drug 1: O=S1(=O)NC2(CN1CC(F)(F)F)C1CCC2Cc2cc(C=CCN3CCC(C(F)(F)F)CC3)ccc2C1. (4) Drug 1: NC(=O)c1cccc2cn(-c3ccc(C4CCCNC4)cc3)nc12. Drug 2: CCc1cnn2c(NCc3ccc[n+]([O-])c3)cc(N3CCCCC3CCO)nc12. Cell line: T47D. Synergy scores: synergy=-28.8. (5) Drug 1: C#Cc1cccc(Nc2ncnc3cc(OCCOC)c(OCCOC)cc23)c1. Drug 2: COC1CC2CCC(C)C(O)(O2)C(=O)C(=O)N2CCCCC2C(=O)OC(C(C)CC2CCC(OP(C)(C)=O)C(OC)C2)CC(=O)C(C)C=C(C)C(O)C(OC)C(=O)C(C)CC(C)C=CC=CC=C1C. Cell line: SKOV3. Synergy scores: synergy=60.9. (6) Drug 1: N#Cc1ccc(Cn2cncc2CN2CCN(c3cccc(Cl)c3)C(=O)C2)cc1. Drug 2: NC(=O)c1cccc2cn(-c3ccc(C4CCCNC4)cc3)nc12. Cell line: OVCAR3. Synergy scores: synergy=8.57.